This data is from Human Reference Interactome with 51,813 positive PPI pairs across 8,248 proteins, plus equal number of experimentally-validated negative pairs. The task is: Binary Classification. Given two protein amino acid sequences, predict whether they physically interact or not. (1) Protein 1 (ENSG00000100167) has sequence MSKGLPETRTDAAMSELVPEPRPKPAVPMKPMSINSNLLGYIGIDTIIEQMRKKTMKTGFDFNIMVVGQSGLGKSTLVNTLFKSQVSRKASSWNREEKIPKTVEIKAIGHVIEEGGVKMKLTVIDTPGFGDQINNENCWEPIEKYINEQYEKFLKEEVNIARKKRIPDTRVHCCLYFISPTGHSLRPLDLEFMKHLSKVVNIIPVIAKADTMTLEEKSEFKQRVRKELEVNGIEFYPQKEFDEDLEDKTENDKIRQESMPFAVVGSDKEYQVNGKRVLGRKTPWGIIEVENLNHCEFALL.... Protein 2 (ENSG00000104635) has sequence MKLLLLHPAFQSCLLLTLLGLWRTTPEAHASSLGAPAISAASFLQDLIHRYGEGDSLTLQQLKALLNHLDVGVGRGNVTQHVQGHRNLSTCFSSGDLFTAHNFSEQSRIGSSELQEFCPTILQQLDSRACTSENQENEENEQTEEGRPSAVEVWGYGLLCVTVISLCSLLGASVVPFMKKTFYKRLLLYFIALAIGTLYSNALFQLIPEAFGFNPLEDYYVSKSAVVFGGFYLFFFTEKILKILLKQKNEHHHGHSHYASESLPSKKDQEEGVMEKLQNGDLDHMIPQHCSSELDGKAPM.... Result: 1 (the proteins interact). (2) Protein 1 (ENSG00000166446) has sequence MASGDLYEVERIVDKRKNKKGKWEYLIRWKGYGSTEDTWEPEHHLLHCEEFIDEFNGLHMSKDKRIKSGKQSSTSKLLRDSRGPSVEKLSHRPSDPGKSKGTSHKRKRINPPLAKPKKGYSGKPSSGGDRATKTVSYRTTPSGLQIMPLKKSQNGMENGDAGSEKDERHFGNGSHQPGLDLNDHVGEQDMGECDVNHATLAENGLGGSALTNGGLNLHSPVKRKLEAEKDYVFDKRLRYSVRQNESNCRFRDIVVRKEEGFTHILLSSQTSDNNALTPEIMKEVRRALCNAATDDSKLLL.... Protein 2 (ENSG00000137074) has sequence MMRVCWLVRQDSRHQRIRLPHLEAVVIGRGPETKITDKKCSRQQEFEEEAKNPGLETHRKRKRSGNSDSIERDAAQEAEAGTGLEPGSNSGQCSVPLKKGKDAPIKKESLGHWSQGLKISMQDPKMQVYKDEQVVVIKDKYPKARYHWLVLPWTSISSLKAVAREHLELLKHMHTVGEKVIVDFAGSSKLRFRLGYHAIPSMSHVHLHVISQDFDSPCLKNKKHWNSFNTEYFLESQAVIEMVQEAGRVTVRDGMPELLKLPLRCHECQQLLPSIPQLKEHLRKHWTQ*MMRVCWLVRQD.... Result: 0 (the proteins do not interact). (3) Protein 1 (ENSG00000066382) has sequence MAHGIPSQGKVTITVDEYSSNPTQAFTHYNINQSRFQPPHVHMVDPIPYDTPKPAGHTRFVCISDTHSRTDGIQMPYGDILLHTGDFTELGLPSEVKKFNDWLGNLPYEYKIVIAGNHELTFDKEFMADLVKQDYYRFPSVSKLKPEDFDNVQSLLTNSIYLQDSEVTVKGFRIYGAPWTPWFNGWGFNLPRGQSLLDKWNLIPEGIDILMTHGPPLGFRDWVPKELQRVGCVELLNTVQRRVRPKLHVFGGIHEGYGIMTDGYTTYINASTCTVSFQPTNPPIIFDLPNPQGS*MAHGI.... Protein 2 (ENSG00000158423) has sequence MYNIKQSTDTKEAAAIEARRNREKERQNRFFNVRNRVMGVDVQALNNQVGDRKRREAAERSKEAAYGTSQVQYDVVVQMLEKEEADRTRQLAKKVQEFREQKQQLKNGREFSLWDPGQVWKGLPTYLSYSNTYPGPASLQYFSGEDLDRDTRLRMQQGQFRYNLERQQQEQQQAKVDENYTMYNIKQSTDTKEAAAIEARRNREKERQNRFFNVRNRVMGVDVQALNNQVGDRKRREAAERSKEAAYGTSQVQYDVVVQMLEKEEADRTRQLAKKVQEFREQKQQLKNGREFSLWDPGQV.... Result: 1 (the proteins interact). (4) Protein 1 (ENSG00000166086) has sequence MALRRPPRLRLCARLPDFFLLLLFRGCLIGAVNLKSSNRTPVVQEFESVELSCIITDSQTSDPRIEWKKIQDEQTTYVFFDNKIQGDLAGRAEILGKTSLKIWNVTRRDSALYRCEVVARNDRKEIDEIVIELTVQVKPVTPVCRVPKAVPVGKMATLHCQESEGHPRPHYSWYRNDVPLPTDSRANPRFRNSSFHLNSETGTLVFTAVHKDDSGQYYCIASNDAGSARCEEQEMEVYDLNIGGIIGGVLVVLAVLALITLGICCAYRRGYFINNKQDGESYKNPGKPDGVNYIRTDEEG.... Protein 2 (ENSG00000101470) has sequence MIAEFKAAFDMFDADGGGDISVKELGTVMRMLGQTPTKEELDAIIEEVDEDGSGTIDFEEFLVMMVRQMKEDAKGKSEEELAECFRIFDRNADGYIDPEELAEIFRASGEHVTDEEIESLMKDGDKNNDGRIDFDEFLKMMEGVQ*MTDQQAEARSYLSEEMIAEFKAAFDMFDADGGGDISVKELGTVMRMLGQTPTKEELDAIIEEVDEDGSGTIDFEEFLVMMVRQMKEDAKGKSEEELAECFRIFDRNADGYIDPEELAEIFRASGEHVTDEEIESLMKDGDKNNDGRIDFDEFLK.... Result: 0 (the proteins do not interact). (5) Protein 2 (ENSG00000164649) has sequence METLSSEESCDSFDSLESGKQQDVRFHSKYFTEELRRIFIEDTDSETEDFAGFTQSDLNGKTNPEVMVVESDLSDDGKASLVSEEEEDEEEDKATPRRSRSRRSSIGLRVAFQFPTKKLANKPDKNSSSEQLFSSARLQNEKKTILERKKDCRQVIQREDSTSESEDDSRDESQESSDALLKRTMNIKENKAMLAQLLAELNSMPDFFPVRTPTSASRKKTVRRAFSEGQITRRMNPTRSARPPEKFALENFTVSAAKFAEEFYSFRRRKTIGGKCREYRRRHRISSFRPVEDITEEDLE.... Result: 0 (the proteins do not interact). Protein 1 (ENSG00000173578) has sequence MESSGNPESTTFFYYDLQSQPCENQAWVFATLATTVLYCLVFLLSLVGNSLVLWVLVKYESLESLTNIFILNLCLSDLVFACLLPVWISPYHWGWVLGDFLCKLLNMIFSISLYSSIFFLTIMTIHRYLSVVSPLSTLRVPTLRCRVLVTMAVWVASILSSILDTIFHKVLSSGCDYSELTWYLTSVYQHNLFFLLSLGIILFCYVEILRTLFRSRSKRRHRTVKLIFAIVVAYFLSWGPYNFTLFLQTLFRTQIIRSCEAKQQLEYALLICRNLAFSHCCFNPVLYVFVGVKFRTHLKH.... (6) Protein 1 (ENSG00000132434) has sequence MGETMSKRLKLHLGGEAEMEERAFVNPFPDYEAAAGALLASGAAEETGCVRPPATTDEPGLPFHQDGKIIHNFIRRIQTKIKDLLQQMEEGLKTADPHDCSAYTGWTGIALLYLQLYRVTCDQTYLLRSLDYVKRTLRNLNGRRVTFLCGDAGPLAVGAVIYHKLRSDCESQECVTKLLQLQRSVVCQESDLPDELLYGRAGYLYALLYLNTEIGPGTVCESAIKEVVNAIIESGKTLSREERKTERCPLLYQWHRKQYVGAAHGMAGIYYMLMQPAAKVDQETLTEMVKPSIDYVRHKK.... Protein 2 (ENSG00000067560) has sequence MAAIRKKLVIVGDGACGKTCLLIVFSKDQFPEVYVPTVFENYVADIEVDGKQVELALWDTAGQEDYDRLRPLSYPDTDVILMCFSIDSPDSLENIPEKWTPEVKHFCPNVPIILVGNKKDLRNDEHTRRELAKMKQEPHCVARLECCGTILAQLQPPPPRFKRFPCLSLLSSWGYRRPLPHPGAGET*MAAIRKKLVIVGDGACGKTCLLIVFSKDQFPEVYVPTVFENYVADIEVDGKQVELALWDTAGQEDYDRLRPLSYPDTDVILMCFSIDSPDSLENIPEKWTPEVKHFCPNVPI.... Result: 0 (the proteins do not interact). (7) Protein 1 (ENSG00000163060) has sequence MAQTVPPCELPCKEYDVARNTGAYTSSGLATASFRTSKYLLEEWFQNCYARYHQAFADRDQSERQRHESQQLATETQALAQRTQQDSTRTVGERLQDTHSWKSELQREMEALAAETNLLLAQKQRLERALDATEVPFSITTDNLQCRERREHPNLVRDHVETELLKEAELIRNIQELLKRTIMQAVSQIRLNREHKETCEMDWSDKMEAYNIDETCGRHHSQSTEVQAHPYSTTFQESASTPETRAKFTQDNLCRAQRERLASANLRVLVDCILRDTSEDLRLQCDAVNLAFGRRCEELE.... Protein 2 (ENSG00000074201) has sequence MSFLKSFPPPGPAEGLLRQQPDTEAVLNGKGLGTGTLYIAESRLSWLDGSGLGFSLEYPTISLHALSRDRSDCLGEHLYVMVNAKFEVEAMFTAMCECQALHPDPEDEDSDDYDGEEYDVEAHEQGQGDIPTFYTYEEGLSHLTAEGQATLERLEGMLSQSVSSQYNMAGVRTEDSIRDYEDGMEVDTTPTVAGQFEDADVDH*XGMEVDTTPTVAGQFEDADVDH*XRTEDSIRDYEGIHTPTKARERF*MSFLKSFPPPGPAEGLLRQQPDTEAVLNGKGLGTGTLYIAESRLSWLDG.... Result: 0 (the proteins do not interact). (8) Protein 1 (ENSG00000100379) has sequence MQTPRPAMRMEAGEAAPPAGAGGRAAGGWGKWVRLNVGGTVFLTTRQTLCREQKSFLSRLCQGEELQSDRDETGAYLIDRDPTYFGPILNFLRHGKLVLDKDMAEEGVLEEAEFYNIGPLIRIIKDRMEEKDYTVTQVPPKHVYRVLQCQEEELTQMVSTMSDGWRFEQLVNIGSSYNYGSEDQAEFLCVVSKELHSTPNGLSSESSRKTKSTEEQLEEQQQQEEEVEEVEVEQVQVEADAQEKAQSSQDPANLFSLPPLPPPPLPAGGSRPHPLRPEAELAVRASPRPLARPQSCHPCC.... Protein 2 (ENSG00000172037) has sequence MELTSRERGRGQPLPWELRLGLLLSVLAATLAQAPAPDVPGCSRGSCYPATGDLLVGRADRLTASSTCGLNGPQPYCIVSHLQDEKKCFLCDSRRPFSARDNPHSHRIQNVVTSFAPQRRAAWWQSENGIPAVTIQLDLEAEFHFTHLIMTFKTFRPAAMLVERSADFGRTWHVYRYFSYDCGADFPGVPLAPPRHWDDVVCESRYSEIEPSTEGEVIYRVLDPAIPIPDPYSSRIQNLLKITNLRVNLTRLHTLGDNLLDPRREIREKYYYALYELVVRGNCFCYGHASECAPAPGAPA.... Result: 0 (the proteins do not interact). (9) Protein 1 (ENSG00000130962) has sequence MGRVFLTGEKANSILKRYPRANGFFEEIRQGNIERECKEEFCTFEEAREAFENNEKTKEFWSTYTKAQQGESNRGSDWFQFYLTFPLIFGLFIILLVIFLIWRCFLRNKTRRQTVTEGHIPFPQHLNIITPPPPPDEVFDSSGLSPGFLGYVVGRSDSVSTRLSNCDPPPTYEEATGQVNLQRSETEPHLDPPPEYEDIVNSNSASAIPMVPVVTTIK*MGRVFLTGEKANSILKRYPRANGFFEEIRQGNIERECKEEFCTFEEAREAFENNEKTKEFWSTYTKAQQGESNRGSDWFQF.... Protein 2 (ENSG00000188868) has sequence MDAVAFEDVAVNFTQEEWALLGPSQKNLYRYVMQETIRNLDCIRMIWEEQNTEDQYKNPRRNLRCHMVERFSESKDSSQCGETFSLIRDSIVNNSICPGEDPCQSAECEEVIMGHLSLNSHIRVDSGHKPHEYQEYGEKPHTHKQRGKAFSYHHSFQSRGRPHTGKKRYECKECGKTFSSRRNLRRHMVVQGGNRPYKCKLCGKAFFWPSLLRMHERTHTGEKPYECKQCSKAFPFYSSYRRHERMHTGEKPYECKQCSKALPDSSSYIRHERTHTGEKPYTCKQCGKAFSVSSSLRRHE.... Result: 0 (the proteins do not interact).